This data is from Full USPTO retrosynthesis dataset with 1.9M reactions from patents (1976-2016). The task is: Predict the reactants needed to synthesize the given product. (1) Given the product [C:12]([N:11]1[C:3]2[C:2](=[CH:7][CH:6]=[C:5]([N+:8]([O-:10])=[O:9])[CH:4]=2)[C:16]([CH3:18])([CH3:17])[CH2:15]1)(=[O:14])[CH3:13], predict the reactants needed to synthesize it. The reactants are: Br[C:2]1[CH:7]=[CH:6][C:5]([N+:8]([O-:10])=[O:9])=[CH:4][C:3]=1[N:11]([CH2:15][C:16]([CH3:18])=[CH2:17])[C:12](=[O:14])[CH3:13].C([O-])=O.[Na+].C([O-])(=O)C.[Na+]. (2) Given the product [CH3:7][NH:8][C:9]([N:17]1[C:13]([CH2:11][CH3:12])=[CH:14][C:15]([O:18][C:19]2[CH:24]=[CH:23][C:22]([N+:25]([O-:27])=[O:26])=[CH:21][C:20]=2[C:28]([F:29])([F:30])[F:31])=[N:16]1)=[O:10], predict the reactants needed to synthesize it. The reactants are: C(=O)([O-])[O-].[K+].[K+].[CH3:7][N:8]=[C:9]=[O:10].[CH2:11]([C:13]1[NH:17][N:16]=[C:15]([O:18][C:19]2[CH:24]=[CH:23][C:22]([N+:25]([O-:27])=[O:26])=[CH:21][C:20]=2[C:28]([F:31])([F:30])[F:29])[CH:14]=1)[CH3:12].Cl. (3) Given the product [CH2:1]([NH:5][C:6](=[O:20])[O:7][C@H:8]1[C@H:12]([C:13]2[CH:14]=[CH:15][C:16]([F:19])=[CH:17][CH:18]=2)[CH2:11][N:10]([S:34]([C:32]2[N:31]=[CH:30][N:29]([CH3:28])[CH:33]=2)(=[O:36])=[O:35])[CH2:9]1)[CH2:2][CH2:3][CH3:4], predict the reactants needed to synthesize it. The reactants are: [CH2:1]([NH:5][C:6](=[O:20])[O:7][C@H:8]1[C@H:12]([C:13]2[CH:18]=[CH:17][C:16]([F:19])=[CH:15][CH:14]=2)[CH2:11][NH:10][CH2:9]1)[CH2:2][CH2:3][CH3:4].C(N(CC)CC)C.[CH3:28][N:29]1[CH:33]=[C:32]([S:34](Cl)(=[O:36])=[O:35])[N:31]=[CH:30]1. (4) Given the product [C:13]([C:12]1[C:11]([N:19]2[CH2:24][CH2:23][CH:22]([C:25]3[CH:30]=[CH:29][C:28]([C@@H:31]([NH:33][C:34](=[O:36])[CH3:35])[CH3:32])=[CH:27][CH:26]=3)[CH2:21][CH2:20]2)=[N:18][CH:17]=[CH:16][CH:15]=1)#[N:14], predict the reactants needed to synthesize it. The reactants are: CCN(C(C)C)C(C)C.Cl[C:11]1[N:18]=[CH:17][CH:16]=[CH:15][C:12]=1[C:13]#[N:14].[NH:19]1[CH2:24][CH2:23][CH:22]([C:25]2[CH:30]=[CH:29][C:28]([C@@H:31]([NH:33][C:34](=[O:36])[CH3:35])[CH3:32])=[CH:27][CH:26]=2)[CH2:21][CH2:20]1. (5) Given the product [NH2:1][C:4]1[CH:5]=[CH:6][CH:7]=[C:8]2[C:12]=1[C:11](=[O:13])[N:10]([OH:14])[CH2:9]2, predict the reactants needed to synthesize it. The reactants are: [N+:1]([C:4]1[CH:5]=[CH:6][CH:7]=[C:8]2[C:12]=1[C:11](=[O:13])[N:10]([O:14]CC1C=CC=CC=1)[CH2:9]2)([O-])=O.[H][H].